Dataset: Full USPTO retrosynthesis dataset with 1.9M reactions from patents (1976-2016). Task: Predict the reactants needed to synthesize the given product. (1) Given the product [C:1]([O:5][C:6]([NH:8][C@H:9]1[CH2:13][CH2:12][N:11]([C:14](=[O:34])[CH2:15][N:16]([CH2:30][C:31]([O:33][C:41]2[C:40]([F:43])=[C:39]([F:44])[C:38]([F:45])=[C:37]([F:46])[C:36]=2[F:35])=[O:32])[C:17]2[CH:22]=[CH:21][CH:20]=[C:19]([O:23][C:24]3[CH:25]=[CH:26][CH:27]=[CH:28][CH:29]=3)[CH:18]=2)[CH2:10]1)=[O:7])([CH3:4])([CH3:2])[CH3:3], predict the reactants needed to synthesize it. The reactants are: [C:1]([O:5][C:6]([NH:8][C@H:9]1[CH2:13][CH2:12][N:11]([C:14](=[O:34])[CH2:15][N:16]([CH2:30][C:31]([OH:33])=[O:32])[C:17]2[CH:22]=[CH:21][CH:20]=[C:19]([O:23][C:24]3[CH:29]=[CH:28][CH:27]=[CH:26][CH:25]=3)[CH:18]=2)[CH2:10]1)=[O:7])([CH3:4])([CH3:3])[CH3:2].[F:35][C:36]1[C:41](O)=[C:40]([F:43])[C:39]([F:44])=[C:38]([F:45])[C:37]=1[F:46].C(N=C=NCCCN(C)C)C. (2) Given the product [CH3:1][O:2][C:3]1[CH:12]=[C:11]2[C:6]([CH:7]=[CH:8][CH:9]=[C:10]2[CH2:13][CH2:14][C:15]([NH2:17])=[O:16])=[CH:5][CH:4]=1, predict the reactants needed to synthesize it. The reactants are: [CH3:1][O:2][C:3]1[CH:12]=[C:11]2[C:6]([CH:7]=[CH:8][CH:9]=[C:10]2[CH:13]=[CH:14][C:15]([NH2:17])=[O:16])=[CH:5][CH:4]=1.C1COCC1. (3) The reactants are: [F:1][C:2]1[CH:22]=[CH:21][C:5]([CH2:6][N:7]2[CH:16]=[CH:15][C:14]3[C:9](=[CH:10][CH:11]=[CH:12][C:13]=3[N+:17]([O-])=O)[C:8]2=[O:20])=[CH:4][CH:3]=1.O.O.[Sn](Cl)Cl.O1CCCC1. Given the product [NH2:17][C:13]1[CH:12]=[CH:11][CH:10]=[C:9]2[C:14]=1[CH:15]=[CH:16][N:7]([CH2:6][C:5]1[CH:4]=[CH:3][C:2]([F:1])=[CH:22][CH:21]=1)[C:8]2=[O:20], predict the reactants needed to synthesize it.